This data is from Forward reaction prediction with 1.9M reactions from USPTO patents (1976-2016). The task is: Predict the product of the given reaction. (1) Given the reactants [Cl:1][C:2]1[CH:6]=[N:5][N:4]([CH3:7])[C:3]=1[C:8]1[CH:9]=[C:10]([NH2:16])[CH:11]=[CH:12][C:13]=1[O:14][CH3:15].[F:17][C:18]1[CH:19]=[C:20]([N:25]=[C:26]=[O:27])[CH:21]=[CH:22][C:23]=1[F:24], predict the reaction product. The product is: [Cl:1][C:2]1[CH:6]=[N:5][N:4]([CH3:7])[C:3]=1[C:8]1[CH:9]=[C:10]([NH:16][C:26]([NH:25][C:20]2[CH:21]=[CH:22][C:23]([F:24])=[C:18]([F:17])[CH:19]=2)=[O:27])[CH:11]=[CH:12][C:13]=1[O:14][CH3:15]. (2) Given the reactants Br[CH2:2][C:3]1[CH:12]=[CH:11][C:6]([C:7]([O:9][CH3:10])=[O:8])=[C:5]([O:13][Si:14]([C:17]([CH3:20])([CH3:19])[CH3:18])([CH3:16])[CH3:15])[CH:4]=1.[CH2:21]([O:23][P:24]([O:28]CC)[O:25][CH2:26][CH3:27])[CH3:22], predict the reaction product. The product is: [Si:14]([O:13][C:5]1[CH:4]=[C:3]([CH2:2][P:24]([O:25][CH2:26][CH3:27])([O:23][CH2:21][CH3:22])=[O:28])[CH:12]=[CH:11][C:6]=1[C:7]([O:9][CH3:10])=[O:8])([C:17]([CH3:20])([CH3:19])[CH3:18])([CH3:16])[CH3:15].